Dataset: Catalyst prediction with 721,799 reactions and 888 catalyst types from USPTO. Task: Predict which catalyst facilitates the given reaction. (1) Reactant: Br[C:2]1[S:3][CH:4]=[C:5]([C:7]2[CH:12]=[CH:11][C:10]([NH:13][S:14]([C:17]([F:20])([F:19])[F:18])(=[O:16])=[O:15])=[CH:9][C:8]=2[Cl:21])[N:6]=1.[F:22][C:23]1[C:24](B2OC(C)(C)C(C)(C)O2)=[C:25]2[CH:31]=[CH:30][N:29]([Si](C(C)C)(C(C)C)C(C)C)[C:26]2=[N:27][CH:28]=1.C(=O)([O-])[O-].[Na+].[Na+].CN(C)C=O. Product: [Cl:21][C:8]1[CH:9]=[C:10]([NH:13][S:14]([C:17]([F:20])([F:19])[F:18])(=[O:16])=[O:15])[CH:11]=[CH:12][C:7]=1[C:5]1[N:6]=[C:2]([C:24]2[C:23]([F:22])=[CH:28][N:27]=[C:26]3[NH:29][CH:30]=[CH:31][C:25]=23)[S:3][CH:4]=1. The catalyst class is: 103. (2) Reactant: CCN=C=NCCCN(C)C.Cl.[C:13]([N:20]1[CH2:27][CH2:26][CH2:25][C@H:21]1[C:22]([OH:24])=O)([O:15][C:16]([CH3:19])([CH3:18])[CH3:17])=[O:14].[CH2:28]([O:35][C:36](=[O:42])[C@H:37]1[CH2:41][CH2:40][CH2:39][NH:38]1)[C:29]1[CH:34]=[CH:33][CH:32]=[CH:31][CH:30]=1. Product: [N:20]1([C:13]([O:15][C:16]([CH3:17])([CH3:18])[CH3:19])=[O:14])[CH2:27][CH2:26][CH2:25][C@H:21]1[C:22]([N:38]1[CH2:39][CH2:40][CH2:41][C@@H:37]1[C:36]([O:35][CH2:28][C:29]1[CH:30]=[CH:31][CH:32]=[CH:33][CH:34]=1)=[O:42])=[O:24]. The catalyst class is: 7. (3) Reactant: [Cl:1][C:2]1[C:3]([OH:13])=[CH:4][CH:5]=[C:6]2[C:11]=1[C:10](=[O:12])[NH:9][CH2:8][CH2:7]2.[CH2:14]([N:16]([CH2:20][CH3:21])[C:17](Cl)=[O:18])[CH3:15].O. Product: [CH2:14]([N:16]([CH2:20][CH3:21])[C:17](=[O:18])[O:13][C:3]1[C:2]([Cl:1])=[C:11]2[C:6]([CH2:7][CH2:8][NH:9][C:10]2=[O:12])=[CH:5][CH:4]=1)[CH3:15]. The catalyst class is: 17. (4) Reactant: [NH2:1][C@H:2]1[CH2:7][CH2:6][CH2:5][N:4]([C:8]2[C:16]([F:17])=[CH:15][C:14]([C:18]([NH2:20])=[O:19])=[C:13]3[C:9]=2[C:10]([CH3:22])=[C:11]([CH3:21])[NH:12]3)[CH2:3]1.[C:23](O)(=[O:27])[C:24]#[C:25][CH3:26].CN(C(ON1N=NC2C=CC=NC1=2)=[N+](C)C)C.F[P-](F)(F)(F)(F)F.CCN(C(C)C)C(C)C. Product: [C:23]([NH:1][C@H:2]1[CH2:7][CH2:6][CH2:5][N:4]([C:8]2[C:16]([F:17])=[CH:15][C:14]([C:18]([NH2:20])=[O:19])=[C:13]3[C:9]=2[C:10]([CH3:22])=[C:11]([CH3:21])[NH:12]3)[CH2:3]1)(=[O:27])[C:24]#[C:25][CH3:26]. The catalyst class is: 42.